The task is: Predict which catalyst facilitates the given reaction.. This data is from Catalyst prediction with 721,799 reactions and 888 catalyst types from USPTO. (1) Reactant: [Cl:1][C:2]1[CH:23]=[C:22]([N+:24]([O-:26])=[O:25])[CH:21]=[C:20]([Cl:27])[C:3]=1[O:4][C:5]1[CH:6]=[CH:7][C:8]([O:18]C)=[C:9]([S:11]([CH2:14][CH:15]2[CH2:17][CH2:16]2)(=[O:13])=[O:12])[CH:10]=1.B(Br)(Br)Br.O. Product: [CH:15]1([CH2:14][S:11]([C:9]2[CH:10]=[C:5]([O:4][C:3]3[C:2]([Cl:1])=[CH:23][C:22]([N+:24]([O-:26])=[O:25])=[CH:21][C:20]=3[Cl:27])[CH:6]=[CH:7][C:8]=2[OH:18])(=[O:12])=[O:13])[CH2:16][CH2:17]1. The catalyst class is: 2. (2) Reactant: [F:1][C:2]1[S:6][C:5]([NH:7][C:8]2[CH:13]=[CH:12][CH:11]=[C:10]([CH3:14])[N:9]=2)=[N:4][C:3]=1[C:15]1[CH:16]=[N:17][NH:18][CH:19]=1.[O-:20][C:21]#[N:22].[K+].CC(O)=O. Product: [F:1][C:2]1[S:6][C:5]([NH:7][C:8]2[CH:13]=[CH:12][CH:11]=[C:10]([CH3:14])[N:9]=2)=[N:4][C:3]=1[C:15]1[CH:16]=[N:17][N:18]([C:21]([NH2:22])=[O:20])[CH:19]=1. The catalyst class is: 6.